From a dataset of Forward reaction prediction with 1.9M reactions from USPTO patents (1976-2016). Predict the product of the given reaction. (1) Given the reactants N1C2C(=CC=CC=2)C=C1.[CH2:10]([O:12][C:13]([C:15]1[NH:16][C:17]2[C:22]([CH:23]=1)=[CH:21][CH:20]=[CH:19][CH:18]=2)=[O:14])[CH3:11].[O-]S(C(F)(F)F)(=O)=O.F[N+]1C(C)=CC(C)=CC=1C.S(Cl)([Cl:45])(=O)=O, predict the reaction product. The product is: [CH2:10]([O:12][C:13]([C:15]1[NH:16][C:17]2[C:22]([C:23]=1[Cl:45])=[CH:21][CH:20]=[CH:19][CH:18]=2)=[O:14])[CH3:11]. (2) Given the reactants [Cl:1][C:2]1[CH:7]=[CH:6][C:5]([OH:8])=[C:4]([F:9])[C:3]=1[NH:10][CH2:11][C:12]1[CH:17]=[C:16]([C:18]2[CH:23]=[CH:22][CH:21]=[C:20]([F:24])[CH:19]=2)[CH:15]=[CH:14][C:13]=1[F:25].C([O-])([O-])=O.[Cs+].[Cs+].Br[CH2:33][C:34]([O:36][CH2:37][CH3:38])=[O:35].O, predict the reaction product. The product is: [Cl:1][C:2]1[CH:7]=[CH:6][C:5]([O:8][CH2:33][C:34]([O:36][CH2:37][CH3:38])=[O:35])=[C:4]([F:9])[C:3]=1[NH:10][CH2:11][C:12]1[CH:17]=[C:16]([C:18]2[CH:23]=[CH:22][CH:21]=[C:20]([F:24])[CH:19]=2)[CH:15]=[CH:14][C:13]=1[F:25]. (3) Given the reactants [NH2:1][C:2]1[C:9]([I:10])=[CH:8][C:5]([C:6]#[N:7])=[C:4](Cl)[CH:3]=1.[NH:12]1[CH2:17][CH2:16][O:15][CH2:14][CH2:13]1.C(=O)([O-])[O-].[K+].[K+], predict the reaction product. The product is: [NH2:1][C:2]1[C:9]([I:10])=[CH:8][C:5]([C:6]#[N:7])=[C:4]([N:12]2[CH2:17][CH2:16][O:15][CH2:14][CH2:13]2)[CH:3]=1. (4) Given the reactants [Si:1]([O:8][CH:9]([C:13]([CH3:25])([CH3:24])[CH2:14][O:15]C1C=CC(OC)=CC=1)[C:10]#[C:11][CH3:12])([C:4]([CH3:7])([CH3:6])[CH3:5])([CH3:3])[CH3:2].O=[N+]([O-])[O-].[O-][N+](=O)[O-].[O-][N+](=O)[O-].[O-][N+](=O)[O-].[O-][N+](=O)[O-].[O-][N+](=O)[O-].[Ce+4].[NH4+].[NH4+].CC(=O)OCC, predict the reaction product. The product is: [Si:1]([O:8][CH:9]([CH2:10][C:11]#[CH:12])[C:13]([CH3:25])([CH3:24])[CH2:14][OH:15])([C:4]([CH3:7])([CH3:6])[CH3:5])([CH3:3])[CH3:2]. (5) Given the reactants [Cl:1][C:2]1[N:3]=[C:4]([OH:12])[C:5]2[N:6]([N:8]=[CH:9][C:10]=2[CH3:11])[CH:7]=1.CS(O[C@H:18]([C@@H:20]1[CH2:24][C:23](=[O:25])[N:22]([C@@H:26]([C:28]2[CH:33]=[CH:32][C:31]([O:34][CH3:35])=[CH:30][CH:29]=2)[CH3:27])[CH2:21]1)[CH3:19])(=O)=O.C(=O)([O-])[O-].[Cs+].[Cs+].O, predict the reaction product. The product is: [Cl:1][C:2]1[N:3]=[C:4]([O:12][C@@H:18]([C@H:20]2[CH2:21][N:22]([C@@H:26]([C:28]3[CH:29]=[CH:30][C:31]([O:34][CH3:35])=[CH:32][CH:33]=3)[CH3:27])[C:23](=[O:25])[CH2:24]2)[CH3:19])[C:5]2[N:6]([N:8]=[CH:9][C:10]=2[CH3:11])[CH:7]=1.